This data is from Forward reaction prediction with 1.9M reactions from USPTO patents (1976-2016). The task is: Predict the product of the given reaction. (1) Given the reactants [OH:1][C@H:2]1[CH2:6][N:5]([C:7](=[O:34])[C@@H:8]([NH:13][C:14](=[O:33])[CH2:15][O:16][CH2:17][CH2:18][CH2:19][CH2:20][CH2:21][NH:22][C:23]2[CH:32]=[CH:31][C:26]([C:27]([O:29]C)=[O:28])=[CH:25][CH:24]=2)[C:9]([CH3:12])([CH3:11])[CH3:10])[C@H:4]([C:35](=[O:51])[NH:36][C@H:37]([C:39]2[CH:44]=[CH:43][C:42]([C:45]3[S:49][CH:48]=[N:47][C:46]=3[CH3:50])=[CH:41][CH:40]=2)[CH3:38])[CH2:3]1.[OH-].[Na+], predict the reaction product. The product is: [OH:1][C@H:2]1[CH2:6][N:5]([C:7](=[O:34])[C@@H:8]([NH:13][C:14](=[O:33])[CH2:15][O:16][CH2:17][CH2:18][CH2:19][CH2:20][CH2:21][NH:22][C:23]2[CH:32]=[CH:31][C:26]([C:27]([OH:29])=[O:28])=[CH:25][CH:24]=2)[C:9]([CH3:10])([CH3:12])[CH3:11])[C@H:4]([C:35](=[O:51])[NH:36][C@H:37]([C:39]2[CH:44]=[CH:43][C:42]([C:45]3[S:49][CH:48]=[N:47][C:46]=3[CH3:50])=[CH:41][CH:40]=2)[CH3:38])[CH2:3]1. (2) Given the reactants CC1(C)C2C=CC=C(P(C3C=CC=CC=3)C3C=CC=CC=3)C=2OC2C1=CC=CC=2P(C1C=CC=CC=1)C1C=CC=CC=1.[NH2:43][C:44]1[CH:54]=[CH:53][CH:52]=[C:51]([O:55][CH3:56])[C:45]=1[C:46]([NH:48][O:49][CH3:50])=[O:47].[CH3:57][N:58]1[CH:62]=[C:61]([NH:63][C:64]2[CH:69]=[C:68](I)[C:67]([C:71]([F:74])([F:73])[F:72])=[CH:66][N:65]=2)[C:60]([CH3:75])=[N:59]1.C(=O)([O-])[O-].[Cs+].[Cs+], predict the reaction product. The product is: [CH3:57][N:58]1[CH:62]=[C:61]([NH:63][C:64]2[CH:69]=[C:68]([NH:43][C:44]3[CH:54]=[CH:53][CH:52]=[C:51]([O:55][CH3:56])[C:45]=3[C:46]([NH:48][O:49][CH3:50])=[O:47])[C:67]([C:71]([F:73])([F:72])[F:74])=[CH:66][N:65]=2)[C:60]([CH3:75])=[N:59]1. (3) Given the reactants [CH2:1]([N:8]([CH2:16][CH2:17][C:18]1[CH:23]=[CH:22][C:21]([S:24][C:25]2[CH:30]=[CH:29][C:28]([OH:31])=[CH:27][CH:26]=2)=[CH:20][CH:19]=1)[C:9](=[O:15])[O:10][C:11]([CH3:14])([CH3:13])[CH3:12])[C:2]1[CH:7]=[CH:6][CH:5]=[CH:4][CH:3]=1.C(=O)([O-])[O-].[K+].[K+].F[C:39]1[CH:46]=[CH:45][CH:44]=[CH:43][C:40]=1[CH:41]=[O:42].O, predict the reaction product. The product is: [CH2:1]([N:8]([CH2:16][CH2:17][C:18]1[CH:19]=[CH:20][C:21]([S:24][C:25]2[CH:26]=[CH:27][C:28]([O:31][C:39]3[CH:46]=[CH:45][CH:44]=[CH:43][C:40]=3[CH:41]=[O:42])=[CH:29][CH:30]=2)=[CH:22][CH:23]=1)[C:9](=[O:15])[O:10][C:11]([CH3:13])([CH3:14])[CH3:12])[C:2]1[CH:7]=[CH:6][CH:5]=[CH:4][CH:3]=1. (4) The product is: [NH2:19][C:10]1[C:9]2[N:8]=[CH:7][N:6]([CH2:5][CH2:4][CH2:3][CH2:2][NH:1][C:21](=[O:28])[C:22]3[CH:27]=[CH:26][CH:25]=[N:24][CH:23]=3)[C:18]=2[C:17]2[CH:16]=[CH:15][CH:14]=[CH:13][C:12]=2[N:11]=1. Given the reactants [NH2:1][CH2:2][CH2:3][CH2:4][CH2:5][N:6]1[C:18]2[C:17]3[CH:16]=[CH:15][CH:14]=[CH:13][C:12]=3[N:11]=[C:10]([NH2:19])[C:9]=2[N:8]=[CH:7]1.Cl.[C:21](Cl)(=[O:28])[C:22]1[CH:27]=[CH:26][CH:25]=[N:24][CH:23]=1, predict the reaction product. (5) Given the reactants C([O:4][C:5]1[CH:14]=[C:13]2[C:8]([C:9]([NH:15][C:16]3[CH:21]=[CH:20][CH:19]=[C:18]4[O:22][CH2:23][O:24][C:17]=34)=[N:10][CH:11]=[N:12]2)=[C:7]([O:25][CH:26]2[CH2:31][CH2:30][O:29][CH2:28][CH2:27]2)[CH:6]=1)(=O)C.N, predict the reaction product. The product is: [CH2:23]1[O:22][C:18]2[C:17](=[C:16]([CH:21]=[CH:20][CH:19]=2)[NH:15][C:9]2[C:8]3[C:13](=[CH:14][C:5]([OH:4])=[CH:6][C:7]=3[O:25][CH:26]3[CH2:31][CH2:30][O:29][CH2:28][CH2:27]3)[N:12]=[CH:11][N:10]=2)[O:24]1. (6) Given the reactants [C:1]1([C:7]2[CH:8]=[C:9]3[C:13](=[C:14]([C:16]([NH2:18])=[O:17])[CH:15]=2)[NH:12][CH:11]=[CH:10]3)[CH:6]=[CH:5][CH:4]=[CH:3][CH:2]=1.[C:19]1([CH2:25][N:26]2[CH2:31][CH2:30][C:29](=O)[CH2:28][CH2:27]2)[CH:24]=[CH:23][CH:22]=[CH:21][CH:20]=1.C[O-].[Na+], predict the reaction product. The product is: [C:1]1([C:7]2[CH:8]=[C:9]3[C:13](=[C:14]([C:16]([NH2:18])=[O:17])[CH:15]=2)[NH:12][CH:11]=[C:10]3[C:29]2[CH2:30][CH2:31][N:26]([CH2:25][C:19]3[CH:24]=[CH:23][CH:22]=[CH:21][CH:20]=3)[CH2:27][CH:28]=2)[CH:6]=[CH:5][CH:4]=[CH:3][CH:2]=1. (7) The product is: [CH3:1][CH2:2][CH2:3][CH2:4][NH:5][C:6]1[CH:11]=[CH:10][C:9]([C:12]([O:14][CH2:15][CH2:16][N:17]([CH3:19])[CH3:18])=[O:13])=[CH:8][CH:7]=1.[CH:23]1([O:42][P:43]([OH:46])([OH:45])=[O:44])[CH:24]([O:37][P:38]([OH:40])([OH:41])=[O:39])[CH:25]([O:32][P:33]([OH:35])([OH:36])=[O:34])[CH:26]([O:27][P:28]([OH:31])([OH:30])=[O:29])[CH:21]([O:52][P:53]([OH:56])([OH:55])=[O:54])[CH:22]1[O:47][P:48]([OH:50])([OH:51])=[O:49]. Given the reactants [CH3:1][CH2:2][CH2:3][CH2:4][NH:5][C:6]1[CH:7]=[CH:8][C:9]([C:12]([O:14][CH2:15][CH2:16][N:17]([CH3:19])[CH3:18])=[O:13])=[CH:10][CH:11]=1.Cl.[C@@H:21]1([O:52][P:53]([OH:56])([OH:55])=[O:54])[C@@H:26]([O:27][P:28]([OH:31])([OH:30])=[O:29])[C@H:25]([O:32][P:33]([OH:36])([OH:35])=[O:34])[C@@H:24]([O:37][P:38]([OH:41])([OH:40])=[O:39])[C@@H:23]([O:42][P:43]([OH:46])([OH:45])=[O:44])[C@H:22]1[O:47][P:48]([OH:51])([OH:50])=[O:49], predict the reaction product. (8) Given the reactants [CH2:1]([OH:10])[CH2:2][CH2:3][CH2:4][CH2:5][CH2:6][CH2:7][CH2:8][OH:9].Cl[C:12]1[CH:17]=[CH:16][N+:15]([O-:18])=[C:14]([CH3:19])[C:13]=1[CH3:20], predict the reaction product. The product is: [OH:9][CH2:8][CH2:7][CH2:6][CH2:5][CH2:4][CH2:3][CH2:2][CH2:1][O:10][C:12]1[CH:17]=[CH:16][N+:15]([O-:18])=[C:14]([CH3:19])[C:13]=1[CH3:20].